Dataset: Forward reaction prediction with 1.9M reactions from USPTO patents (1976-2016). Task: Predict the product of the given reaction. (1) Given the reactants [C:1]([O:5][C:6]([N:8]1[C:17]2[C:12](=[N:13][C:14]([O:18][CH3:19])=[CH:15][CH:16]=2)[C@@H:11](N)[CH2:10][C@H:9]1[CH2:21][CH3:22])=[O:7])([CH3:4])([CH3:3])[CH3:2].[Br:23][C:24]1[CH:25]=[N:26][C:27](Cl)=[N:28][CH:29]=1.C([N:34](CC)C(C)C)(C)C, predict the reaction product. The product is: [C:1]([O:5][C:6]([N:8]1[C:17]2[C:12](=[N:13][C:14]([O:18][CH3:19])=[CH:15][CH:16]=2)[C@@H:11]([C:27]2[N:26]=[CH:25][C:24]([Br:23])=[CH:29][N:28]=2)[CH2:10][C@@:9]1([NH2:34])[CH2:21][CH3:22])=[O:7])([CH3:2])([CH3:3])[CH3:4]. (2) The product is: [ClH:26].[OH:25][CH2:24][CH2:23][NH:22][CH2:21][CH2:20][O:19][C:15]1[CH:16]=[C:17]([CH3:18])[N:13]([C:8]2[CH:9]=[C:10]3[C:5](=[CH:6][CH:7]=2)[CH:4]=[C:3]([OH:2])[CH:12]=[CH:11]3)[N:14]=1. Given the reactants C[O:2][C:3]1[CH:4]=[C:5]2[C:10](=[CH:11][CH:12]=1)[CH:9]=[C:8]([N:13]1[C:17]([CH3:18])=[CH:16][C:15]([O:19][CH2:20][CH2:21][NH:22][CH2:23][CH2:24][OH:25])=[N:14]1)[CH:7]=[CH:6]2.[ClH:26], predict the reaction product. (3) Given the reactants FC(F)(F)S(O[C:7]1[CH:12]=[CH:11][C:10]([C:13](=[O:15])[CH3:14])=[C:9]([CH3:16])[CH:8]=1)(=O)=O.[N+:19]([C:22]1[CH:27]=[CH:26][C:25](B(O)O)=[CH:24][CH:23]=1)([O-:21])=[O:20].C(=O)([O-])[O-].[Na+].[Na+].O1CCOCC1, predict the reaction product. The product is: [CH3:16][C:9]1[CH:8]=[C:7]([C:25]2[CH:26]=[CH:27][C:22]([N+:19]([O-:21])=[O:20])=[CH:23][CH:24]=2)[CH:12]=[CH:11][C:10]=1[C:13](=[O:15])[CH3:14]. (4) Given the reactants [NH2:1][C:2]1[CH:7]=[CH:6][C:5]([Cl:8])=[CH:4][C:3]=1[CH:9]([S:20][CH:21]([CH2:25][C:26]([OH:28])=[O:27])[C:22](O)=[O:23])[C:10]1[CH:15]=[CH:14][CH:13]=[C:12]([O:16][CH3:17])[C:11]=1[O:18][CH3:19], predict the reaction product. The product is: [Cl:8][C:5]1[CH:6]=[CH:7][C:2]2[NH:1][C:22](=[O:23])[CH:21]([CH2:25][C:26]([OH:28])=[O:27])[S:20][CH:9]([C:10]3[CH:15]=[CH:14][CH:13]=[C:12]([O:16][CH3:17])[C:11]=3[O:18][CH3:19])[C:3]=2[CH:4]=1. (5) Given the reactants [NH2:1][C:2]1[N:6]([CH:7]2[CH2:11][CH2:10][CH2:9][CH2:8]2)[N:5]=[C:4]([CH2:12][CH3:13])[C:3]=1[C:14]([OH:16])=[O:15].CN(C(O[N:25]1[N:33]=[N:32][C:27]2[CH:28]=[CH:29][CH:30]=[N:31][C:26]1=2)=[N+](C)C)C.F[P-](F)(F)(F)(F)F.C1C=NC2N(O)N=NC=2C=1.CCN(C(C)C)C(C)C, predict the reaction product. The product is: [CH:7]1([N:6]2[C:2]([NH2:1])=[C:3]([C:14]([O:16][N:25]3[C:26]4=[N:31][CH:30]=[CH:29][CH:28]=[C:27]4[N:32]=[N:33]3)=[O:15])[C:4]([CH2:12][CH3:13])=[N:5]2)[CH2:11][CH2:10][CH2:9][CH2:8]1. (6) Given the reactants [CH2:1]([N:5]1[C:13](=[O:14])[NH:12][C:11]2[C:6]1=[N:7][C:8]([C:19]1[CH:24]=[CH:23][CH:22]=[C:21]([O:25][Si](C(C)C)(C(C)C)C(C)C)[CH:20]=1)=[N:9][C:10]=2[C:15]([O:17]C)=O)[CH:2]([CH3:4])[CH3:3].[NH2:36]C1C(C(OC)=O)=NC(C2C=CC=C(O[Si](C(C)C)(C(C)C)C(C)C)C=2)=NC=1NC1C2C(=CC=CC=2)CC1, predict the reaction product. The product is: [OH:25][C:21]1[CH:20]=[C:19]([C:8]2[N:7]=[C:6]3[C:11]([NH:12][C:13](=[O:14])[N:5]3[CH2:1][CH:2]([CH3:3])[CH3:4])=[C:10]([C:15]([NH2:36])=[O:17])[N:9]=2)[CH:24]=[CH:23][CH:22]=1.